From a dataset of Catalyst prediction with 721,799 reactions and 888 catalyst types from USPTO. Predict which catalyst facilitates the given reaction. (1) Reactant: C(OC([N:8]1[CH:12]=[CH:11][CH:10]=[C:9]1[C:13]1[CH:18]=[C:17]([C:19]2[CH:24]=[CH:23][CH:22]=[CH:21][C:20]=2[CH3:25])[C:16]([N:26]([C:28](=[O:43])[C:29]2[CH:34]=[C:33]([C:35]([F:38])([F:37])[F:36])[CH:32]=[C:31]([C:39]([F:42])([F:41])[F:40])[CH:30]=2)[CH3:27])=[CH:15][N:14]=1)=O)(C)(C)C.C(O)(C(F)(F)F)=O. Product: [CH3:27][N:26]([C:16]1[CH:15]=[N:14][C:13]([C:9]2[NH:8][CH:12]=[CH:11][CH:10]=2)=[CH:18][C:17]=1[C:19]1[CH:24]=[CH:23][CH:22]=[CH:21][C:20]=1[CH3:25])[C:28](=[O:43])[C:29]1[CH:30]=[C:31]([C:39]([F:41])([F:42])[F:40])[CH:32]=[C:33]([C:35]([F:38])([F:37])[F:36])[CH:34]=1. The catalyst class is: 2. (2) Reactant: Cl[C:2]1[N:7]=[C:6]([Cl:8])[N:5]=[CH:4][N:3]=1.C([O-])([O-])=O.[K+].[K+].[CH3:15][NH:16][C:17]1[CH:22]=[CH:21][CH:20]=[C:19]([Cl:23])[CH:18]=1.CN1C=NC(NC2C=CC=C(Cl)C=2)=NC1Cl. Product: [Cl:23][C:19]1[CH:18]=[C:17]([N:16]([C:2]2[N:7]=[C:6]([Cl:8])[N:5]=[CH:4][N:3]=2)[CH3:15])[CH:22]=[CH:21][CH:20]=1. The catalyst class is: 751. (3) Reactant: [NH2:1][C:2]1[CH:7]=[CH:6][C:5]([CH2:8][C:9]([OH:11])=[O:10])=[CH:4][CH:3]=1.CC1(C)OC(=O)[C:16]2([CH2:18][CH2:17]2)[C:15](=O)[O:14]1. Product: [O:14]=[C:15]1[CH2:16][CH2:17][CH2:18][N:1]1[C:2]1[CH:3]=[CH:4][C:5]([CH2:8][C:9]([OH:11])=[O:10])=[CH:6][CH:7]=1. The catalyst class is: 9. (4) Reactant: Cl[C:2]1[N:7]=[C:6]2[NH:8][N:9]=[C:10]([C:11]3[CH:16]=[C:15]([F:17])[CH:14]=[CH:13][C:12]=3[O:18][CH3:19])[C:5]2=[CH:4][N:3]=1.C(=O)(O)[O-].[Na+].[CH3:25][S:26]([N:29]1[CH2:34][CH2:33][CH:32]([NH2:35])[CH2:31][CH2:30]1)(=[O:28])=[O:27].O. Product: [F:17][C:15]1[CH:14]=[CH:13][C:12]([O:18][CH3:19])=[C:11]([C:10]2[C:5]3[C:6](=[N:7][C:2]([NH:35][CH:32]4[CH2:33][CH2:34][N:29]([S:26]([CH3:25])(=[O:28])=[O:27])[CH2:30][CH2:31]4)=[N:3][CH:4]=3)[NH:8][N:9]=2)[CH:16]=1. The catalyst class is: 3. (5) Reactant: [OH:1][N:2]=[CH:3][C:4]1[CH:5]=[C:6]([CH:10]([NH:12][C:13](=[O:19])[O:14][C:15]([CH3:18])([CH3:17])[CH3:16])[CH3:11])[CH:7]=[CH:8][CH:9]=1.[Cl:20]N1C(=O)CCC1=O. Product: [Cl:20][C:3](=[N:2][OH:1])[C:4]1[CH:5]=[C:6]([CH:10]([NH:12][C:13](=[O:19])[O:14][C:15]([CH3:18])([CH3:17])[CH3:16])[CH3:11])[CH:7]=[CH:8][CH:9]=1. The catalyst class is: 39.